Dataset: Reaction yield outcomes from USPTO patents with 853,638 reactions. Task: Predict the reaction yield, written as a fraction of the theoretical maximum amount of product (1.0 means a 100% yield; for example, 0.34 means a 34% yield). (1) The reactants are [O:1]([CH2:8][C:9]1[O:10][C:11]2[C:12](=[O:18])[NH:13][CH2:14][CH2:15][C:16]=2[N:17]=1)[C:2]1[CH:7]=[CH:6][CH:5]=[CH:4][CH:3]=1.[H-].[Na+].I[CH3:22]. The product is [CH3:22][N:13]1[CH2:14][CH2:15][C:16]2[N:17]=[C:9]([CH2:8][O:1][C:2]3[CH:7]=[CH:6][CH:5]=[CH:4][CH:3]=3)[O:10][C:11]=2[C:12]1=[O:18]. The catalyst is CN(C=O)C.[NH4+].[Cl-]. The yield is 0.440. (2) The reactants are [NH2:1][CH2:2][C@H:3]([OH:5])[CH3:4].C1COCC1.[CH3:11][C:12]([O:15][C:16](O[C:16]([O:15][C:12]([CH3:14])([CH3:13])[CH3:11])=[O:17])=[O:17])([CH3:14])[CH3:13]. The catalyst is O. The product is [OH:5][C@H:3]([CH3:4])[CH2:2][NH:1][C:16](=[O:17])[O:15][C:12]([CH3:14])([CH3:13])[CH3:11]. The yield is 0.870. (3) The reactants are [CH2:1]([N:6]1[C:10]2=[N:11][CH:12]=[CH:13][CH:14]=[C:9]2[C:8](=[O:15])[C:7]1=[O:16])[CH2:2][CH2:3][CH2:4][CH3:5].[CH2:17]1[O:25][C:24]2[CH:23]=[CH:22][C:21](Br)=[CH:20][C:19]=2[O:18]1. The catalyst is C1COCC1. The product is [O:18]1[C:19]2[CH:20]=[CH:21][C:22]([C:8]3([OH:15])[C:9]4[C:10](=[N:11][CH:12]=[CH:13][CH:14]=4)[N:6]([CH2:1][CH2:2][CH2:3][CH2:4][CH3:5])[C:7]3=[O:16])=[CH:23][C:24]=2[O:25][CH2:17]1. The yield is 0.930. (4) The reactants are [C:1]([O:5][C:6]([N:8]([O:19][CH2:20][CH2:21][NH:22]C(OCC1C=CC=CC=1)=O)[C:9]([NH:11][C:12]([O:14][C:15]([CH3:18])([CH3:17])[CH3:16])=[O:13])=[NH:10])=[O:7])([CH3:4])([CH3:3])[CH3:2]. The catalyst is [Pd].C(O)C.O1CCCC1. The product is [C:1]([O:5][C:6]([N:8]([O:19][CH2:20][CH2:21][NH2:22])[C:9]([NH:11][C:12]([O:14][C:15]([CH3:17])([CH3:16])[CH3:18])=[O:13])=[NH:10])=[O:7])([CH3:4])([CH3:3])[CH3:2]. The yield is 0.610. (5) The reactants are [OH:1][CH2:2][C:3]1[N:8]=[C:7]([C:9]([O:11][CH3:12])=[O:10])[CH:6]=[CH:5][CH:4]=1. The catalyst is ClCCl.[O-2].[O-2].[Mn+4]. The product is [CH:2]([C:3]1[N:8]=[C:7]([C:9]([O:11][CH3:12])=[O:10])[CH:6]=[CH:5][CH:4]=1)=[O:1]. The yield is 0.870. (6) The reactants are [Br:1][C:2]1[CH:16]=[CH:15][C:5]2[C:6]3[C:12](=[N:13]O)[CH2:11][CH2:10][CH2:9][C:7]=3[O:8][C:4]=2[CH:3]=1.[OH-:17].[Na+]. The catalyst is O. The product is [Br:1][C:2]1[CH:16]=[CH:15][C:5]2[C:6]3[C:12](=[O:17])[NH:13][CH2:11][CH2:10][CH2:9][C:7]=3[O:8][C:4]=2[CH:3]=1. The yield is 0.820. (7) The reactants are [CH3:1][C:2]1[CH:3]=[C:4]([O:14][C:15]2[CH:16]=[N:17][C:18]([S:21]([CH3:24])(=[O:23])=[O:22])=[CH:19][CH:20]=2)[CH:5]=[C:6]2[C:10]=1[NH:9][C:8]([C:11](=[S:13])[NH2:12])=[CH:7]2.[C:25]([O:30][CH2:31][CH3:32])(=[O:29])[C:26]#[C:27][CH3:28].O1CCCC1.C(P(CCCC)CCCC)CCC. The catalyst is C1(C)C=CC=CC=1. The product is [CH2:31]([O:30][C:25](=[O:29])[CH2:26][CH:27]1[S:13][C:11]([C:8]2[NH:9][C:10]3[C:6]([CH:7]=2)=[CH:5][C:4]([O:14][C:15]2[CH:16]=[N:17][C:18]([S:21]([CH3:24])(=[O:23])=[O:22])=[CH:19][CH:20]=2)=[CH:3][C:2]=3[CH3:1])=[N:12][CH2:28]1)[CH3:32]. The yield is 0.760.